This data is from TCR-epitope binding with 47,182 pairs between 192 epitopes and 23,139 TCRs. The task is: Binary Classification. Given a T-cell receptor sequence (or CDR3 region) and an epitope sequence, predict whether binding occurs between them. (1) The epitope is KLNVGDYFV. The TCR CDR3 sequence is CASSSQGNTIYF. Result: 0 (the TCR does not bind to the epitope). (2) The epitope is KLMNIQQKL. The TCR CDR3 sequence is CASRRTAGNSPLHF. Result: 0 (the TCR does not bind to the epitope). (3) The epitope is LQPFPQPELPYPQPQ. The TCR CDR3 sequence is CASTPNSYEQYF. Result: 0 (the TCR does not bind to the epitope). (4) The epitope is IQYIDIGNY. The TCR CDR3 sequence is CASSSPANIQYF. Result: 0 (the TCR does not bind to the epitope). (5) The epitope is NEGVKAAW. The TCR CDR3 sequence is CASSIGQGPYEQYF. Result: 1 (the TCR binds to the epitope). (6) The epitope is FPRPWLHGL. The TCR CDR3 sequence is CASSVAPSGSESPLHF. Result: 0 (the TCR does not bind to the epitope).